Dataset: Forward reaction prediction with 1.9M reactions from USPTO patents (1976-2016). Task: Predict the product of the given reaction. The product is: [Cl:1][C:2]1[N:9]=[C:8]([C:29]2[CH:30]=[CH:31][C:26]([O:25][CH3:24])=[CH:27][CH:28]=2)[CH:7]=[C:6]([C:11]2[CH:12]=[CH:13][C:14]([O:17][C:18]3[CH:19]=[CH:20][CH:21]=[CH:22][CH:23]=3)=[CH:15][CH:16]=2)[C:3]=1[C:4]#[N:5]. Given the reactants [Cl:1][C:2]1[N:9]=[C:8](Cl)[CH:7]=[C:6]([C:11]2[CH:16]=[CH:15][C:14]([O:17][C:18]3[CH:23]=[CH:22][CH:21]=[CH:20][CH:19]=3)=[CH:13][CH:12]=2)[C:3]=1[C:4]#[N:5].[CH3:24][O:25][C:26]1[CH:31]=[CH:30][C:29](B(O)O)=[CH:28][CH:27]=1.O.[O-]P([O-])([O-])=O.[K+].[K+].[K+], predict the reaction product.